Dataset: Forward reaction prediction with 1.9M reactions from USPTO patents (1976-2016). Task: Predict the product of the given reaction. (1) The product is: [N:11]1([C:16]2([CH2:19][OH:20])[CH2:18][CH2:17]2)[CH:15]=[CH:14][N:13]=[CH:12]1. Given the reactants [H-].C([Al+]CC(C)C)C(C)C.[N:11]1([C:16]2([C:19](OCC)=[O:20])[CH2:18][CH2:17]2)[CH:15]=[CH:14][N:13]=[CH:12]1.[Cl-].[NH4+], predict the reaction product. (2) Given the reactants S(=O)(=O)(O)O.[CH3:6][OH:7].S(OC)(OC)(=O)=O.[Cl:15][C:16]1[CH:21]=[CH:20][CH:19]=[CH:18][C:17]=1[C@H:22]([N:26]1[CH2:31][CH2:30][C:29]2[S:32][CH:33]=[CH:34][C:28]=2[CH2:27]1)[C:23](N)=[O:24], predict the reaction product. The product is: [CH3:6][O:7][C:23](=[O:24])[C@@H:22]([N:26]1[CH2:31][CH2:30][C:29]2[S:32][CH:33]=[CH:34][C:28]=2[CH2:27]1)[C:17]1[CH:18]=[CH:19][CH:20]=[CH:21][C:16]=1[Cl:15]. (3) The product is: [CH2:32]([O:34][C:35]([C:37]1([C:40]2[CH:45]=[CH:44][C:43]([C:2]3[CH:3]=[CH:4][C:5]([C:8]4[O:12][N:11]=[C:10]([CH3:13])[C:9]=4[CH:14]([OH:15])[C:16]4[N:17]=[N:18][N:19]([CH2:21][C:22]5[CH:27]=[CH:26][CH:25]=[CH:24][C:23]=5[C:28]([F:30])([F:31])[F:29])[CH:20]=4)=[CH:6][CH:7]=3)=[CH:42][CH:41]=2)[CH2:38][CH2:39]1)=[O:36])[CH3:33]. Given the reactants Br[C:2]1[CH:7]=[CH:6][C:5]([C:8]2[O:12][N:11]=[C:10]([CH3:13])[C:9]=2[CH:14]([C:16]2[N:17]=[N:18][N:19]([CH2:21][C:22]3[CH:27]=[CH:26][CH:25]=[CH:24][C:23]=3[C:28]([F:31])([F:30])[F:29])[CH:20]=2)[OH:15])=[CH:4][CH:3]=1.[CH2:32]([O:34][C:35]([C:37]1([C:40]2[CH:45]=[CH:44][C:43](B3OC(C)(C)C(C)(C)O3)=[CH:42][CH:41]=2)[CH2:39][CH2:38]1)=[O:36])[CH3:33], predict the reaction product. (4) Given the reactants [CH3:1][S:2]([N:5]1[CH2:10][CH:9]=[C:8]([C:11]2[CH:12]=[C:13]3[CH2:19][C@@:18]([CH3:26])([CH:20]4[CH2:25][CH2:24][NH:23][CH2:22][CH2:21]4)[O:17][C:14]3=[CH:15][N:16]=2)[CH2:7][CH2:6]1)(=[O:4])=[O:3].Cl[C:28]([O:30][CH:31]([CH3:33])[CH3:32])=[O:29].C(N(CC)CC)C, predict the reaction product. The product is: [CH:31]([O:30][C:28]([N:23]1[CH2:24][CH2:25][CH:20]([C@@:18]2([CH3:26])[O:17][C:14]3=[CH:15][N:16]=[C:11]([C:8]4[CH2:9][CH2:10][N:5]([S:2]([CH3:1])(=[O:3])=[O:4])[CH2:6][CH:7]=4)[CH:12]=[C:13]3[CH2:19]2)[CH2:21][CH2:22]1)=[O:29])([CH3:33])[CH3:32]. (5) Given the reactants [C:1]([O:5][C:6](=[O:24])[NH:7][C@H:8]1[CH2:12][CH2:11][CH2:10][C@@H:9]1[NH:13][C:14]1[C:15]2[S:23][CH2:22][CH2:21][C:16]=2[N:17]=[C:18](Cl)[N:19]=1)([CH3:4])([CH3:3])[CH3:2].C1(NC2C3SCCC=3N=C([N:38]3[CH2:43][CH2:42][N:41]([C:44]4[CH:54]=[CH:53][C:47](C(OCC)=O)=[CH:46][CH:45]=4)[CH2:40][CH2:39]3)N=2)CCCCC1, predict the reaction product. The product is: [C:1]([O:5][C:6](=[O:24])[NH:7][C@H:8]1[CH2:12][CH2:11][CH2:10][C@@H:9]1[NH:13][C:14]1[C:15]2[S:23][CH2:22][CH2:21][C:16]=2[N:17]=[C:18]([N:38]2[CH2:43][CH2:42][N:41]([C:44]3[CH:54]=[CH:53][CH:47]=[CH:46][CH:45]=3)[CH2:40][CH2:39]2)[N:19]=1)([CH3:4])([CH3:3])[CH3:2]. (6) The product is: [C:50]([C:7]1([O:8][CH2:9][C:10]2[CH:11]=[CH:12][C:13]([O:14][C:15]3[C:16]([C:17]4[NH:41][N:40]=[N:39][N:18]=4)=[CH:19][CH:20]=[CH:21][N:22]=3)=[CH:23][CH:24]=2)[CH:25]=[CH:26][C:4]([C:1](=[O:3])[CH3:2])=[C:5]([OH:30])[CH:6]1[CH2:27][CH2:28][CH3:29])(=[O:52])[CH3:51]. Given the reactants [C:1]([C:4]1[CH:26]=[CH:25][C:7]([O:8][CH2:9][C:10]2[CH:24]=[CH:23][C:13]([O:14][C:15]3[N:22]=[CH:21][CH:20]=[CH:19][C:16]=3[C:17]#[N:18])=[CH:12][CH:11]=2)=[C:6]([CH2:27][CH2:28][CH3:29])[C:5]=1[OH:30])(=[O:3])[CH3:2].Cl.C(N(CC)CC)C.[N-:39]=[N+:40]=[N-:41].[Na+].C1(C)C=CC=CC=1.[C:50](OCC)(=[O:52])[CH3:51], predict the reaction product. (7) Given the reactants FC1C=C(F)C=C(F)C=1C(N[C:7]1[CH:12]=[CH:11][CH:10]=[C:9]([C:13]([CH:15]2[CH2:20][CH2:19][N:18]([CH3:21])[CH2:17][CH2:16]2)=[O:14])[N:8]=1)=O.C(N(CC)C(C1CCN(C)CC1)=O)C.[Br:42]C1C=CC=C(Br)N=1.Br, predict the reaction product. The product is: [Br:42][C:7]1[N:8]=[C:9]([C:13]([CH:15]2[CH2:20][CH2:19][N:18]([CH3:21])[CH2:17][CH2:16]2)=[O:14])[CH:10]=[CH:11][CH:12]=1.